Dataset: Forward reaction prediction with 1.9M reactions from USPTO patents (1976-2016). Task: Predict the product of the given reaction. (1) Given the reactants Br[CH:2]([C:4]1[C:5]([F:27])=[CH:6][C:7]2[O:16][CH2:15][CH2:14][N:13]3[C:9](=[N:10][C:11]([C:17]4[N:18]([CH:23]([CH3:25])[CH3:24])[N:19]=[C:20]([CH3:22])[N:21]=4)=[CH:12]3)[C:8]=2[CH:26]=1)[CH3:3].[CH2:28]([N:30]1[CH2:35][CH2:34][NH:33][CH2:32][CH2:31]1)[CH3:29].CCN(C(C)C)C(C)C, predict the reaction product. The product is: [CH2:28]([N:30]1[CH2:35][CH2:34][N:33]([CH:2]([C:4]2[C:5]([F:27])=[CH:6][C:7]3[O:16][CH2:15][CH2:14][N:13]4[CH:12]=[C:11]([C:17]5[N:18]([CH:23]([CH3:25])[CH3:24])[N:19]=[C:20]([CH3:22])[N:21]=5)[N:10]=[C:9]4[C:8]=3[CH:26]=2)[CH3:3])[CH2:32][CH2:31]1)[CH3:29]. (2) Given the reactants [CH3:1][N:2]1[CH2:7][CH2:6][N:5]([C:8]2[CH:13]=[CH:12][CH:11]=[C:10]([N+:14]([O-])=O)[CH:9]=2)[CH2:4][CH2:3]1, predict the reaction product. The product is: [CH3:1][N:2]1[CH2:3][CH2:4][N:5]([C:8]2[CH:9]=[C:10]([NH2:14])[CH:11]=[CH:12][CH:13]=2)[CH2:6][CH2:7]1. (3) Given the reactants [Cl:1][C:2]1[C:11]2[C:6](=[CH:7][C:8](C)=[CH:9][CH:10]=2)[N:5]=[C:4]([C:13]([F:22])([F:21])[C:14]2[CH:19]=[CH:18][C:17]([F:20])=[CH:16][CH:15]=2)[N:3]=1.FC(F)(C1C=CC(F)=CC=1)C1N=[C:33]([OH:35])C2C(=CC(C)=CC=2)N=1.FC(F)(C1C=CC(F)=CC=1)C1N=C(O)C2C(=CC(OC)=CC=2)N=1, predict the reaction product. The product is: [Cl:1][C:2]1[C:11]2[C:6](=[CH:7][C:8]([O:35][CH3:33])=[CH:9][CH:10]=2)[N:5]=[C:4]([C:13]([F:22])([F:21])[C:14]2[CH:19]=[CH:18][C:17]([F:20])=[CH:16][CH:15]=2)[N:3]=1. (4) Given the reactants C(=O)([O-])[O-].[K+].[K+].Cl[C:8]1[CH:9]=[CH:10][C:11]([N+:15]([O-:17])=[O:16])=[C:12]([CH:14]=1)[NH2:13].[C:18]([O:22][CH3:23])(=[O:21])[CH2:19][SH:20].O, predict the reaction product. The product is: [NH2:13][C:12]1[CH:14]=[C:8]([S:20][CH2:19][C:18]([O:22][CH3:23])=[O:21])[CH:9]=[CH:10][C:11]=1[N+:15]([O-:17])=[O:16]. (5) Given the reactants Br[CH2:2][C:3]1[CH:12]=[CH:11][C:6]([C:7]([O:9][CH3:10])=[O:8])=[CH:5][CH:4]=1.[N+:13]([C:16]1[CH:22]=[CH:21][C:19](N)=[CH:18][CH:17]=1)([O-:15])=[O:14].C(O)(=[O:25])C.C([BH3-])#N.[Na+], predict the reaction product. The product is: [CH3:10][O:9][C:7](=[O:8])[C:6]1[CH:11]=[CH:12][C:3]([CH2:2][O:25][C:19]2[CH:21]=[CH:22][C:16]([N+:13]([O-:15])=[O:14])=[CH:17][CH:18]=2)=[CH:4][CH:5]=1. (6) Given the reactants [F:1][C:2]([F:19])([F:18])[C:3]1[C:4]([N:9]2[CH2:14][CH2:13][N:12]([C:15]([NH2:17])=[NH:16])[CH2:11][CH2:10]2)=[N:5][CH:6]=[CH:7][CH:8]=1.[C:20]1([C:26]([C:28]([C:30]2[CH:35]=[CH:34][CH:33]=[CH:32][CH:31]=2)=O)=O)[CH:25]=[CH:24][CH:23]=[CH:22][CH:21]=1, predict the reaction product. The product is: [C:20]1([C:26]2[N:16]=[C:15]([N:12]3[CH2:13][CH2:14][N:9]([C:4]4[C:3]([C:2]([F:1])([F:18])[F:19])=[CH:8][CH:7]=[CH:6][N:5]=4)[CH2:10][CH2:11]3)[NH:17][C:28]=2[C:30]2[CH:31]=[CH:32][CH:33]=[CH:34][CH:35]=2)[CH:25]=[CH:24][CH:23]=[CH:22][CH:21]=1. (7) Given the reactants Br[C:2]1[CH:24]=[CH:23][CH:22]=[CH:21][C:3]=1[CH2:4][C:5]1[S:6][C:7]([CH2:17][C:18]([OH:20])=[O:19])=[C:8]([C:10]2[CH:15]=[CH:14][C:13]([F:16])=[CH:12][CH:11]=2)[N:9]=1.[CH3:25][O:26][C:27]1[CH:32]=[CH:31][C:30](B(O)O)=[CH:29][CH:28]=1, predict the reaction product. The product is: [F:16][C:13]1[CH:14]=[CH:15][C:10]([C:8]2[N:9]=[C:5]([CH2:4][C:3]3[CH:21]=[CH:22][CH:23]=[CH:24][C:2]=3[C:30]3[CH:31]=[CH:32][C:27]([O:26][CH3:25])=[CH:28][CH:29]=3)[S:6][C:7]=2[CH2:17][C:18]([OH:20])=[O:19])=[CH:11][CH:12]=1.